Predict the reaction yield, written as a fraction of the theoretical maximum amount of product (1.0 means a 100% yield; for example, 0.34 means a 34% yield). From a dataset of Reaction yield outcomes from USPTO patents with 853,638 reactions. The reactants are Br[C:2]1[CH:3]=[C:4]([C:14]([NH:16][CH2:17][C:18]2[C:19](=[O:26])[NH:20][C:21]([CH3:25])=[CH:22][C:23]=2[CH3:24])=[O:15])[C:5]2[CH:6]=[CH:7][N:8]([CH:11]([CH3:13])[CH3:12])[C:9]=2[CH:10]=1.[CH3:27][N:28]1[CH2:33][CH2:32][N:31]([C:34]2[CH:39]=[CH:38][C:37](B3OC(C)(C)C(C)(C)O3)=[CH:36][N:35]=2)[CH2:30][CH2:29]1.P([O-])([O-])([O-])=O.[K+].[K+].[K+].N#N. The catalyst is O1CCOCC1.O.CCOC(C)=O.CO.C1C=CC(P(C2C=CC=CC=2)[C-]2C=CC=C2)=CC=1.C1C=CC(P(C2C=CC=CC=2)[C-]2C=CC=C2)=CC=1.Cl[Pd]Cl.[Fe+2].C(Cl)Cl.C(Cl)(Cl)Cl.ClCCl. The product is [CH3:24][C:23]1[CH:22]=[C:21]([CH3:25])[NH:20][C:19](=[O:26])[C:18]=1[CH2:17][NH:16][C:14]([C:4]1[C:5]2[CH:6]=[CH:7][N:8]([CH:11]([CH3:13])[CH3:12])[C:9]=2[CH:10]=[C:2]([C:37]2[CH:36]=[N:35][C:34]([N:31]3[CH2:30][CH2:29][N:28]([CH3:27])[CH2:33][CH2:32]3)=[CH:39][CH:38]=2)[CH:3]=1)=[O:15]. The yield is 0.748.